Predict which catalyst facilitates the given reaction. From a dataset of Catalyst prediction with 721,799 reactions and 888 catalyst types from USPTO. Reactant: FC(F)(F)S(O[C:7]1[CH2:12][CH2:11][N:10]([C:13]([O:15][C:16]([CH3:19])([CH3:18])[CH3:17])=[O:14])[CH2:9][CH:8]=1)(=O)=O.[Cl:22][C:23]1[C:28]([F:29])=[CH:27][CH:26]=[CH:25][C:24]=1B(O)O.C([O-])([O-])=O.[Na+].[Na+]. Product: [Cl:22][C:23]1[C:28]([F:29])=[CH:27][CH:26]=[CH:25][C:24]=1[C:7]1[CH2:12][CH2:11][N:10]([C:13]([O:15][C:16]([CH3:17])([CH3:18])[CH3:19])=[O:14])[CH2:9][CH:8]=1. The catalyst class is: 104.